This data is from Full USPTO retrosynthesis dataset with 1.9M reactions from patents (1976-2016). The task is: Predict the reactants needed to synthesize the given product. (1) Given the product [NH2:34][C:20]1[C:21]2[S:25][C:24]([NH:26][C:27]([CH:29]3[CH2:31][CH2:30]3)=[O:28])=[N:23][C:22]=2[CH:32]=[CH:33][C:19]=1[O:18][C:14]1[CH:13]=[C:12]([NH:11][C:9](=[O:10])[C:8]2[CH:37]=[CH:38][CH:39]=[C:6]([C:3]([C:1]#[N:2])([CH3:5])[CH3:4])[CH:7]=2)[CH:17]=[CH:16][CH:15]=1, predict the reactants needed to synthesize it. The reactants are: [C:1]([C:3]([C:6]1[CH:7]=[C:8]([CH:37]=[CH:38][CH:39]=1)[C:9]([NH:11][C:12]1[CH:17]=[CH:16][CH:15]=[C:14]([O:18][C:19]2[CH:33]=[CH:32][C:22]3[N:23]=[C:24]([NH:26][C:27]([CH:29]4[CH2:31][CH2:30]4)=[O:28])[S:25][C:21]=3[C:20]=2[N+:34]([O-])=O)[CH:13]=1)=[O:10])([CH3:5])[CH3:4])#[N:2].CO. (2) Given the product [CH3:15][C:6]1([CH3:16])[C:7]2[C:12](=[CH:11][C:10]([NH2:13])=[C:9]([NH2:14])[CH:8]=2)[C:4]([CH3:17])([CH3:3])[CH2:5]1, predict the reactants needed to synthesize it. The reactants are: Cl.Cl.[CH3:3][C:4]1([CH3:17])[C:12]2[C:7](=[CH:8][C:9]([NH2:14])=[C:10]([NH2:13])[CH:11]=2)[C:6]([CH3:16])([CH3:15])[CH2:5]1. (3) Given the product [CH2:22]([N:17]1[CH2:18][CH2:19][C:13]2[CH:12]=[C:11]([O:10][CH2:9][CH2:8][CH2:7][N:1]3[CH2:2][CH2:3][CH2:4][CH2:5][CH2:6]3)[CH:21]=[CH:20][C:14]=2[CH2:15][CH2:16]1)[CH3:23], predict the reactants needed to synthesize it. The reactants are: [N:1]1([CH2:7][CH2:8][CH2:9][O:10][C:11]2[CH:21]=[CH:20][C:14]3[CH2:15][CH2:16][NH:17][CH2:18][CH2:19][C:13]=3[CH:12]=2)[CH2:6][CH2:5][CH2:4][CH2:3][CH2:2]1.[CH:22](=O)[CH3:23]. (4) Given the product [NH2:12][C@H:11]1[C@@H:8]([CH2:7][N:4]2[CH:5]=[N:6][C:2]([CH3:1])=[N:3]2)[NH:9][C:10]1=[O:23], predict the reactants needed to synthesize it. The reactants are: [CH3:1][C:2]1[N:6]=[CH:5][N:4]([CH2:7][C@@H:8]2[C@H:11]([NH:12]C(=O)OCC3C=CC=CC=3)[C:10](=[O:23])[NH:9]2)[N:3]=1. (5) Given the product [F:1][C:2]1[CH:27]=[CH:26][CH:25]=[CH:24][C:3]=1[CH2:4][C:5]1[C:9]([CH2:10][OH:11])=[CH:8][N:7]([CH2:15][C:16]2[CH:21]=[CH:20][C:19]([O:22][CH3:23])=[CH:18][CH:17]=2)[N:6]=1, predict the reactants needed to synthesize it. The reactants are: [F:1][C:2]1[CH:27]=[CH:26][CH:25]=[CH:24][C:3]=1[CH2:4][C:5]1[C:9]([C:10](OCC)=[O:11])=[CH:8][N:7]([CH2:15][C:16]2[CH:21]=[CH:20][C:19]([O:22][CH3:23])=[CH:18][CH:17]=2)[N:6]=1.[H-].[Al+3].[Li+].[H-].[H-].[H-]. (6) Given the product [CH3:7][O:8][C:9]1[CH:10]=[C:11]([CH:15]([C:21]2[CH:26]=[CH:25][CH:24]=[CH:23][CH:22]=2)[CH2:16][CH2:17][OH:18])[CH:12]=[CH:13][CH:14]=1, predict the reactants needed to synthesize it. The reactants are: [H-].[H-].[H-].[H-].[Li+].[Al+3].[CH3:7][O:8][C:9]1[CH:10]=[C:11]([CH:15]([C:21]2[CH:26]=[CH:25][CH:24]=[CH:23][CH:22]=2)[CH2:16][C:17](OC)=[O:18])[CH:12]=[CH:13][CH:14]=1.OS(O)(=O)=O. (7) The reactants are: [F:1][C:2]1[CH:3]=[C:4]([CH:8]=[CH:9][C:10]=1[OH:11])[C:5]([OH:7])=[O:6].C([O-])([O-])=O.[K+].[K+].I[CH2:19][CH2:20][CH3:21]. Given the product [F:1][C:2]1[CH:3]=[C:4]([CH:8]=[CH:9][C:10]=1[O:11][CH2:19][CH2:20][CH3:21])[C:5]([OH:7])=[O:6], predict the reactants needed to synthesize it. (8) Given the product [CH3:39][C:34]1[C:33]([C:30]2[CH:31]=[CH:32][C:23]([NH:22][C:2]3[CH:7]=[C:6]([C:8]([F:11])([F:10])[F:9])[CH:5]=[C:4]([C:12]([N:14]4[CH2:19][C@H:18]([CH3:20])[O:17][C@H:16]([CH3:21])[CH2:15]4)=[O:13])[CH:3]=3)=[C:24]([CH:29]=2)[C:25]([O:27][CH3:28])=[O:26])=[C:37]([CH3:38])[O:36][N:35]=1, predict the reactants needed to synthesize it. The reactants are: Br[C:2]1[CH:3]=[C:4]([C:12]([N:14]2[CH2:19][C@@H:18]([CH3:20])[O:17][C@@H:16]([CH3:21])[CH2:15]2)=[O:13])[CH:5]=[C:6]([C:8]([F:11])([F:10])[F:9])[CH:7]=1.[NH2:22][C:23]1[CH:32]=[CH:31][C:30]([C:33]2[C:34]([CH3:39])=[N:35][O:36][C:37]=2[CH3:38])=[CH:29][C:24]=1[C:25]([O:27][CH3:28])=[O:26].C([O-])([O-])=O.[Cs+].[Cs+]. (9) Given the product [CH2:3]([O:5][C:6]([C:8]1[CH:9]=[N:10][N:11]([CH3:13])[CH:12]=1)=[O:7])[CH3:4], predict the reactants needed to synthesize it. The reactants are: [H-].[Na+].[CH2:3]([O:5][C:6]([C:8]1[CH:9]=[N:10][NH:11][CH:12]=1)=[O:7])[CH3:4].[CH3:13]I.[Cl-].[NH4+].